Dataset: Choline transporter screen with 302,306 compounds. Task: Binary Classification. Given a drug SMILES string, predict its activity (active/inactive) in a high-throughput screening assay against a specified biological target. The compound is S(c1c(NC(=O)C)cc(C(=O)N2CCN(CC2)CCC)cc1)c1ccc(cc1)C. The result is 0 (inactive).